From a dataset of Peptide-MHC class I binding affinity with 185,985 pairs from IEDB/IMGT. Regression. Given a peptide amino acid sequence and an MHC pseudo amino acid sequence, predict their binding affinity value. This is MHC class I binding data. (1) The peptide sequence is FPFFYAAAF. The MHC is Mamu-A2201 with pseudo-sequence Mamu-A2201. The binding affinity (normalized) is 0.842. (2) The peptide sequence is YTVKYCNL. The MHC is H-2-Kb with pseudo-sequence H-2-Kb. The binding affinity (normalized) is 0.595. (3) The MHC is HLA-B35:01 with pseudo-sequence HLA-B35:01. The peptide sequence is SRLKPSSFK. The binding affinity (normalized) is 0.0847. (4) The peptide sequence is SGIFSVEGK. The MHC is HLA-A31:01 with pseudo-sequence HLA-A31:01. The binding affinity (normalized) is 0.180. (5) The peptide sequence is ISQAVHAAHAEINEAAATYQRTRALV. The MHC is H-2-Kd with pseudo-sequence H-2-Kd. The binding affinity (normalized) is 0. (6) The peptide sequence is AYEDNYNKF. The MHC is HLA-A23:01 with pseudo-sequence HLA-A23:01. The binding affinity (normalized) is 0.810. (7) The peptide sequence is TEFFMSRKL. The MHC is HLA-B27:03 with pseudo-sequence HLA-B27:03. The binding affinity (normalized) is 0.0847. (8) The peptide sequence is HHIWQNLL. The MHC is HLA-B08:01 with pseudo-sequence HLA-B08:01. The binding affinity (normalized) is 0.195. (9) The peptide sequence is PDFELLLSL. The MHC is HLA-B40:01 with pseudo-sequence HLA-B40:01. The binding affinity (normalized) is 0.114. (10) The peptide sequence is WTGMVDGWY. The MHC is HLA-B18:01 with pseudo-sequence HLA-B18:01. The binding affinity (normalized) is 0.0847.